The task is: Predict the product of the given reaction.. This data is from Forward reaction prediction with 1.9M reactions from USPTO patents (1976-2016). (1) Given the reactants [C:1]([O:7][C:8]1[CH:9]=[C:10]2[C:14](=[C:15]([N+:17]([O-])=O)[CH:16]=1)[NH:13][C:12]([C:20]1[S:21][CH:22]([CH:25]([O:28][CH3:29])[O:26][CH3:27])[CH2:23][N:24]=1)=[CH:11]2)(=[O:6])[C:2]([CH3:5])([CH3:4])[CH3:3].O.[Cl-].[Ca+2].[Cl-].C(=O)([O-])O.[Na+], predict the reaction product. The product is: [C:1]([O:7][C:8]1[CH:9]=[C:10]2[C:14](=[C:15]([NH2:17])[CH:16]=1)[NH:13][C:12]([C:20]1[S:21][CH:22]([CH:25]([O:26][CH3:27])[O:28][CH3:29])[CH2:23][N:24]=1)=[CH:11]2)(=[O:6])[C:2]([CH3:5])([CH3:4])[CH3:3]. (2) Given the reactants Br[C:2]1[C:3]([NH2:9])=[N:4][CH:5]=[C:6]([Cl:8])[N:7]=1.C(N(CC)CC)C.[CH2:17]([Si:19]([C:24]#[CH:25])([CH2:22][CH3:23])[CH2:20][CH3:21])[CH3:18], predict the reaction product. The product is: [Cl:8][C:6]1[N:7]=[C:2]([C:18]#[C:17][Si:19]([CH2:24][CH3:25])([CH2:22][CH3:23])[CH2:20][CH3:21])[C:3]([NH2:9])=[N:4][CH:5]=1. (3) Given the reactants [CH3:1][O:2][C:3]1[CH:8]=[CH:7][C:6]([CH:9]([C:29]2[CH:34]=[CH:33][C:32]([O:35][CH3:36])=[CH:31][CH:30]=2)[N:10]2[C:15](=[O:16])[CH2:14][C@@H:13]([C:17]3[CH:22]=[C:21]([F:23])[C:20]([F:24])=[CH:19][C:18]=3[F:25])[C@H:12](C(O)=O)[CH2:11]2)=[CH:5][CH:4]=1.C([N:39]([CH2:42]C)CC)C.C1(P(N=[N+]=[N-])(C2C=CC=CC=2)=[O:51])C=CC=CC=1.[CH2:61]([OH:68])[C:62]1[CH:67]=[CH:66][CH:65]=[CH:64][CH:63]=1, predict the reaction product. The product is: [CH2:61]([O:68][C:42](=[O:51])[NH:39][C@H:12]1[C@H:13]([C:17]2[CH:22]=[C:21]([F:23])[C:20]([F:24])=[CH:19][C:18]=2[F:25])[CH2:14][C:15](=[O:16])[N:10]([CH:9]([C:6]2[CH:7]=[CH:8][C:3]([O:2][CH3:1])=[CH:4][CH:5]=2)[C:29]2[CH:34]=[CH:33][C:32]([O:35][CH3:36])=[CH:31][CH:30]=2)[CH2:11]1)[C:62]1[CH:67]=[CH:66][CH:65]=[CH:64][CH:63]=1. (4) Given the reactants [CH3:1][C@H:2]1[N:13]([CH3:14])[C:12](=[O:15])[C@H:11]([CH2:16][C:17](O)=[O:18])[CH2:10][CH:9]=[CH:8][CH2:7][CH2:6][C:5](=[O:20])[O:4][C@@H:3]1[C:21]1[CH:26]=[CH:25][CH:24]=[CH:23][CH:22]=1.[CH2:27]([O:29][CH2:30][CH2:31][NH2:32])[CH3:28].CO.C(Cl)Cl, predict the reaction product. The product is: [CH3:1][C@H:2]1[N:13]([CH3:14])[C:12](=[O:15])[C@H:11]([CH2:16][C:17]([NH:32][CH2:31][CH2:30][O:29][CH2:27][CH3:28])=[O:18])[CH2:10][CH:9]=[CH:8][CH2:7][CH2:6][C:5](=[O:20])[O:4][C@@H:3]1[C:21]1[CH:22]=[CH:23][CH:24]=[CH:25][CH:26]=1. (5) Given the reactants Cl[C:2]1[CH:7]=[CH:6][N:5]=[CH:4][C:3]=1[N+:8]([O-:10])=[O:9].[NH2:11][CH2:12][C:13]([O:15][CH2:16][CH3:17])=[O:14].CCN(C(C)C)C(C)C, predict the reaction product. The product is: [N+:8]([C:3]1[CH:4]=[N:5][CH:6]=[CH:7][C:2]=1[NH:11][CH2:12][C:13]([O:15][CH2:16][CH3:17])=[O:14])([O-:10])=[O:9]. (6) Given the reactants P(Cl)(Cl)([Cl:3])=O.[Br:6][C:7]1[CH:8]=[C:9]2[C:14](=[C:15]([N+:18]([O-:20])=[O:19])[C:16]=1[CH3:17])[N:13]=[CH:12][NH:11][C:10]2=O, predict the reaction product. The product is: [Br:6][C:7]1[CH:8]=[C:9]2[C:14](=[C:15]([N+:18]([O-:20])=[O:19])[C:16]=1[CH3:17])[N:13]=[CH:12][N:11]=[C:10]2[Cl:3].